Dataset: Full USPTO retrosynthesis dataset with 1.9M reactions from patents (1976-2016). Task: Predict the reactants needed to synthesize the given product. (1) The reactants are: [CH2:1]([O:8][C:9]([N:11]([CH3:33])[N:12]1[C:21]([C:22]([OH:24])=[O:23])=[C:20]([C:25]2[CH:30]=[CH:29][CH:28]=[CH:27][CH:26]=2)[C:19]2[C:14](=[CH:15][CH:16]=[C:17]([Cl:31])[CH:18]=2)[C:13]1=[O:32])=[O:10])[C:2]1[CH:7]=[CH:6][CH:5]=[CH:4][CH:3]=1.[CH3:34][O:35][C:36]1[CH:43]=[CH:42][C:39]([CH2:40]O)=[CH:38][CH:37]=1. Given the product [CH3:34][O:35][C:36]1[CH:43]=[CH:42][C:39]([CH2:40][O:23][C:22]([C:21]2[N:12]([N:11]([C:9]([O:8][CH2:1][C:2]3[CH:7]=[CH:6][CH:5]=[CH:4][CH:3]=3)=[O:10])[CH3:33])[C:13](=[O:32])[C:14]3[C:19]([C:20]=2[C:25]2[CH:30]=[CH:29][CH:28]=[CH:27][CH:26]=2)=[CH:18][C:17]([Cl:31])=[CH:16][CH:15]=3)=[O:24])=[CH:38][CH:37]=1, predict the reactants needed to synthesize it. (2) Given the product [CH2:17]([N:6]1[CH2:5][CH2:4][CH:3]2[C:8](=[C:9]([N+:12]([O-:14])=[O:13])[CH:10]=[CH:11][CH:2]2[Br:1])[CH2:7]1)[CH3:18], predict the reactants needed to synthesize it. The reactants are: [Br:1][C:2]1[CH:11]=[CH:10][C:9]([N+:12]([O-:14])=[O:13])=[C:8]2[C:3]=1[CH:4]=[CH:5][N:6]=[CH:7]2.[BH4-].[Na+].[C:17](O)(=O)[CH3:18]. (3) Given the product [CH2:1]([C:3]([C:26]1[CH:31]=[CH:30][C:29]([B:32]2[O:33][C:34]([CH3:40])([CH3:39])[C:35]([CH3:37])([CH3:38])[O:36]2)=[C:28]([CH3:41])[CH:27]=1)([C:6]1[CH:11]=[CH:10][C:9]([CH2:12][CH2:13][C:14]2([O:20][Si:21]([CH3:23])([CH3:24])[CH3:22])[CH2:19][CH2:18][CH2:17][CH2:16][CH2:15]2)=[C:8]([CH3:25])[CH:7]=1)[CH2:4][CH3:5])[CH3:2], predict the reactants needed to synthesize it. The reactants are: [CH2:1]([C:3]([C:26]1[CH:31]=[CH:30][C:29]([B:32]2[O:36][C:35]([CH3:38])([CH3:37])[C:34]([CH3:40])([CH3:39])[O:33]2)=[C:28]([CH3:41])[CH:27]=1)([C:6]1[CH:11]=[CH:10][C:9]([C:12]#[C:13][C:14]2([O:20][Si:21]([CH3:24])([CH3:23])[CH3:22])[CH2:19][CH2:18][CH2:17][CH2:16][CH2:15]2)=[C:8]([CH3:25])[CH:7]=1)[CH2:4][CH3:5])[CH3:2]. (4) Given the product [F:13][C:9]1[CH:8]=[C:7]([C:5]2[CH:4]=[CH:14][C:17]([C:18]([O:20][CH2:21][CH3:22])=[O:19])=[C:16]([CH3:23])[N:15]=2)[CH:12]=[CH:11][CH:10]=1, predict the reactants needed to synthesize it. The reactants are: CN([CH:4]([CH3:14])[C:5]([C:7]1[CH:12]=[CH:11][CH:10]=[C:9]([F:13])[CH:8]=1)=O)C.[NH2:15]/[C:16](/[CH3:23])=[CH:17]\[C:18]([O:20][CH2:21][CH3:22])=[O:19].